From a dataset of Catalyst prediction with 721,799 reactions and 888 catalyst types from USPTO. Predict which catalyst facilitates the given reaction. (1) Reactant: [C:1]([O-:9])(=O)[C:2]1[CH:7]=[CH:6][CH:5]=[CH:4][CH:3]=1.[Na+].[CH2:11]([O:13][CH:14]([O:17][CH2:18][CH3:19])[CH2:15]Br)[CH3:12].CN(C)C=O. Product: [CH2:11]([O:13][CH:14]([O:17][CH2:18][CH3:19])[CH2:15][O:9][CH2:1][C:2]1[CH:3]=[CH:4][CH:5]=[CH:6][CH:7]=1)[CH3:12]. The catalyst class is: 6. (2) Reactant: [OH:1][C:2]1([C:9]2[CH:14]=[CH:13][C:12]([C:15]3[CH2:19][C:18]([C:24]4[CH:29]=[C:28]([Cl:30])[C:27]([Cl:31])=[C:26]([Cl:32])[CH:25]=4)([C:20]([F:23])([F:22])[F:21])[O:17][N:16]=3)=[CH:11][CH:10]=2)[CH2:5][CH:4]([C:6](O)=[O:7])[CH2:3]1.CC[N:35]([CH:39]([CH3:41])[CH3:40])C(C)C.C1C=CC2N(O)N=NC=2C=1.CCN=C=NCCCN(C)C.Cl.Cl.C1(N)CC1. Product: [CH:39]1([NH:35][C:6]([CH:4]2[CH2:3][C:2]([OH:1])([C:9]3[CH:14]=[CH:13][C:12]([C:15]4[CH2:19][C:18]([C:24]5[CH:25]=[C:26]([Cl:32])[C:27]([Cl:31])=[C:28]([Cl:30])[CH:29]=5)([C:20]([F:23])([F:21])[F:22])[O:17][N:16]=4)=[CH:11][CH:10]=3)[CH2:5]2)=[O:7])[CH2:41][CH2:40]1. The catalyst class is: 3. (3) Reactant: [O:1]=[C:2]1[CH:10]2[CH2:11][C:6]3([NH:13]C(=O)OC(C)(C)C)[CH2:7][CH:8]([CH2:12][CH:4]([CH2:5]3)[O:3]1)[CH2:9]2.[ClH:21]. Product: [ClH:21].[NH2:13][C:6]12[CH2:11][CH:10]3[CH2:9][CH:8]([CH2:12][CH:4]([O:3][C:2]3=[O:1])[CH2:5]1)[CH2:7]2.[ClH:21]. The catalyst class is: 12. (4) Reactant: [H-].[Na+].[Si:3]([O:10][CH2:11][CH2:12][CH2:13][C@@:14]1([C:36]2[CH:41]=[CH:40][C:39]([F:42])=[CH:38][CH:37]=2)[O:19][C:18](=[O:20])[N:17]([C@H:21]([C:23]2[CH:28]=[CH:27][C:26]([C:29]3[CH:34]=[CH:33][C:32](=[O:35])[NH:31][CH:30]=3)=[CH:25][CH:24]=2)[CH3:22])[CH2:16][CH2:15]1)([C:6]([CH3:9])([CH3:8])[CH3:7])([CH3:5])[CH3:4].[CH3:43]I. Product: [Si:3]([O:10][CH2:11][CH2:12][CH2:13][C@@:14]1([C:36]2[CH:37]=[CH:38][C:39]([F:42])=[CH:40][CH:41]=2)[O:19][C:18](=[O:20])[N:17]([C@H:21]([C:23]2[CH:24]=[CH:25][C:26]([C:29]3[CH:34]=[CH:33][C:32](=[O:35])[N:31]([CH3:43])[CH:30]=3)=[CH:27][CH:28]=2)[CH3:22])[CH2:16][CH2:15]1)([C:6]([CH3:7])([CH3:8])[CH3:9])([CH3:4])[CH3:5]. The catalyst class is: 1. (5) Reactant: [NH2:1][C:2]1[CH:10]=[C:9]2[C:5]([CH:6]=[N:7][N:8]2[CH:11]2[CH2:16][CH2:15][N:14]([CH2:17][C:18]3[CH:23]=[CH:22][C:21]([C:24]([OH:33])([C:29]([F:32])([F:31])[F:30])[C:25]([F:28])([F:27])[F:26])=[CH:20][CH:19]=3)[CH2:13][CH2:12]2)=[CH:4][CH:3]=1.[C:34](Cl)(=O)[O:35]C1C=CC([N+]([O-])=O)=CC=1.[CH:47]1([CH2:50][NH2:51])[CH2:49][CH2:48]1. Product: [CH:47]1([CH2:50][NH:51][C:34]([NH:1][C:2]2[CH:10]=[C:9]3[C:5]([CH:6]=[N:7][N:8]3[CH:11]3[CH2:16][CH2:15][N:14]([CH2:17][C:18]4[CH:19]=[CH:20][C:21]([C:24]([OH:33])([C:25]([F:26])([F:27])[F:28])[C:29]([F:32])([F:31])[F:30])=[CH:22][CH:23]=4)[CH2:13][CH2:12]3)=[CH:4][CH:3]=2)=[O:35])[CH2:49][CH2:48]1. The catalyst class is: 4. (6) Reactant: [CH2:1]([N:8]1[CH2:17][C:16](=[O:18])[C:15]2[C:10](=[CH:11][C:12]([O:19][CH3:20])=[CH:13][CH:14]=2)[CH2:9]1)[C:2]1[CH:7]=[CH:6][CH:5]=[CH:4][CH:3]=1.[N-:21]=[N+]=[N-].[Na+].O.[OH-].[Na+]. Product: [CH2:1]([N:8]1[CH2:9][C:10]2[CH:11]=[C:12]([O:19][CH3:20])[CH:13]=[CH:14][C:15]=2[NH:21][C:16](=[O:18])[CH2:17]1)[C:2]1[CH:7]=[CH:6][CH:5]=[CH:4][CH:3]=1. The catalyst class is: 501. (7) Reactant: [CH3:1][O:2][C:3]1[C:8](B2OC(C)(C)C(C)(C)O2)=[CH:7][CH:6]=[CH:5][N:4]=1.[C:18]([O:22][C@@H:23]([C:29]1[C:44]([CH3:45])=[CH:43][C:32]2[N:33]=[C:34]([C:36]3[CH:41]=[CH:40][N:39]=[C:38](Cl)[CH:37]=3)[S:35][C:31]=2[C:30]=1[C:46]1[CH:51]=[CH:50][C:49]([Cl:52])=[CH:48][CH:47]=1)[C:24]([O:26][CH2:27][CH3:28])=[O:25])([CH3:21])([CH3:20])[CH3:19].C(=O)([O-])[O-].[K+].[K+]. Product: [C:18]([O:22][C@@H:23]([C:29]1[C:44]([CH3:45])=[CH:43][C:32]2[N:33]=[C:34]([C:36]3[CH:41]=[CH:40][N:39]=[C:38]([C:8]4[C:3]([O:2][CH3:1])=[N:4][CH:5]=[CH:6][CH:7]=4)[CH:37]=3)[S:35][C:31]=2[C:30]=1[C:46]1[CH:47]=[CH:48][C:49]([Cl:52])=[CH:50][CH:51]=1)[C:24]([O:26][CH2:27][CH3:28])=[O:25])([CH3:19])([CH3:20])[CH3:21]. The catalyst class is: 660.